Dataset: Forward reaction prediction with 1.9M reactions from USPTO patents (1976-2016). Task: Predict the product of the given reaction. (1) The product is: [NH2:46][C:20]1[C:19]2[N:18]([C:17]([CH:25]3[CH2:28][CH:27]([CH2:29][OH:30])[CH2:26]3)=[N:16][C:15]=2[C:11]2[CH:12]=[CH:13][CH:14]=[C:9]([O:8][CH2:1][C:2]3[CH:7]=[CH:6][CH:5]=[CH:4][CH:3]=3)[CH:10]=2)[CH:23]=[CH:22][N:21]=1. Given the reactants [CH2:1]([O:8][C:9]1[CH:10]=[C:11]([C:15]2[N:16]=[C:17]([CH:25]3[CH2:28][CH:27]([CH2:29][OH:30])[CH2:26]3)[N:18]3[CH:23]=[CH:22][N:21]=[C:20](Cl)[C:19]=23)[CH:12]=[CH:13][CH:14]=1)[C:2]1[CH:7]=[CH:6][CH:5]=[CH:4][CH:3]=1.C(OC1C=C(C2[N:46]=C(C3CC(=C)C3)N3C=CN=C(Cl)C=23)C=CC=1)C1C=CC=CC=1.B1C2CCCC1CCC2.[OH-].[Na+].OO, predict the reaction product. (2) The product is: [CH2:39]([O:38][C:36](=[O:37])[C:28]1[CH:29]=[C:30]([O:8][C:6]2[CH:5]=[CH:4][C:3]([CH:9]([CH3:25])[C:10]([C:16]3[CH:17]=[C:18]([CH3:24])[C:19](=[O:23])[N:20]([CH3:22])[CH:21]=3)([OH:15])[C:11]([F:13])([F:14])[F:12])=[C:2]([Cl:1])[CH:7]=2)[CH:31]=[CH:32][C:27]=1[Cl:26])[CH3:40]. Given the reactants [Cl:1][C:2]1[CH:7]=[C:6]([OH:8])[CH:5]=[CH:4][C:3]=1[CH:9]([CH3:25])[C:10]([C:16]1[CH:17]=[C:18]([CH3:24])[C:19](=[O:23])[N:20]([CH3:22])[CH:21]=1)([OH:15])[C:11]([F:14])([F:13])[F:12].[Cl:26][C:27]1[CH:32]=[CH:31][C:30](B(O)O)=[CH:29][C:28]=1[C:36]([O:38][CH2:39][CH3:40])=[O:37], predict the reaction product. (3) Given the reactants [Cl:1][C:2]1[CH:7]=[CH:6][C:5]([CH:8]2[CH2:13][C:12](=[O:14])[NH:11][C:10]([CH3:15])=[C:9]2[C:16]([OH:18])=O)=[C:4]([F:19])[CH:3]=1.[NH2:20][C:21]1[CH:22]=[C:23]2[C:27](=[C:28]([CH3:30])[CH:29]=1)[NH:26][N:25]=[CH:24]2.C(Cl)CCl.CCN(CC)CC, predict the reaction product. The product is: [Cl:1][C:2]1[CH:7]=[CH:6][C:5]([CH:8]2[CH2:13][C:12](=[O:14])[NH:11][C:10]([CH3:15])=[C:9]2[C:16]([NH:20][C:21]2[CH:22]=[C:23]3[C:27](=[C:28]([CH3:30])[CH:29]=2)[NH:26][N:25]=[CH:24]3)=[O:18])=[C:4]([F:19])[CH:3]=1. (4) The product is: [Cl:41][C:42]1[CH:43]=[CH:44][C:45]([C:48]2[CH:57]=[CH:56][C:55]3[C:50](=[CH:51][C:52]([CH3:73])=[C:53]([C@H:65]([O:68][C:69]([CH3:70])([CH3:72])[CH3:71])[C:66]([OH:6])=[O:67])[C:54]=3[C:58]3[CH:63]=[CH:62][C:61]([Cl:64])=[CH:60][CH:59]=3)[N:49]=2)=[CH:46][CH:47]=1. Given the reactants C(OC[C@@H](OC(C)(C)C)C1C(C2C=CC(Cl)=CC=2)=C2C(=CC=1C)N=C(OS(C(F)(F)F)(=O)=O)C=C2)(=[O:6])C(C)(C)C.[Cl:41][C:42]1[CH:47]=[CH:46][C:45]([C:48]2[CH:57]=[CH:56][C:55]3[C:50](=[CH:51][C:52]([CH3:73])=[C:53]([C@H:65]([O:68][C:69]([CH3:72])([CH3:71])[CH3:70])[CH2:66][OH:67])[C:54]=3[C:58]3[CH:63]=[CH:62][C:61]([Cl:64])=[CH:60][CH:59]=3)[N:49]=2)=[CH:44][CH:43]=1.C(O[C@@H](C1C(C2C=CC(Cl)=CC=2)=C2C(=CC=1C)N=C(CC)C=C2)CO)(C)(C)C, predict the reaction product. (5) Given the reactants [C:1]([O:5][C:6]([O:8][C:9]1[CH:14]=[CH:13][C:12]([C:15]2[CH:20]=[CH:19][C:18](Br)=[CH:17][CH:16]=2)=[CH:11][CH:10]=1)=[O:7])([CH3:4])([CH3:3])[CH3:2].[C:22]([O:26][C:27]([CH3:30])([CH3:29])[CH3:28])(=[O:25])[CH:23]=[CH2:24].C(N(CC)CC)C, predict the reaction product. The product is: [C:27]([O:26][C:22](=[O:25])[CH:23]=[CH:24][C:18]1[CH:19]=[CH:20][C:15]([C:12]2[CH:13]=[CH:14][C:9]([O:8][C:6]([O:5][C:1]([CH3:4])([CH3:3])[CH3:2])=[O:7])=[CH:10][CH:11]=2)=[CH:16][CH:17]=1)([CH3:30])([CH3:29])[CH3:28].